Dataset: Full USPTO retrosynthesis dataset with 1.9M reactions from patents (1976-2016). Task: Predict the reactants needed to synthesize the given product. (1) Given the product [Si:1]([O:8][CH:9]([CH:14]1[CH2:23][CH2:22][C:21]2[C:16](=[CH:17][CH:18]=[C:19]([O:24][C:25]3[CH:26]=[CH:27][CH:28]=[CH:29][CH:30]=3)[CH:20]=2)[CH2:15]1)[C:10]([OH:12])=[O:11])([C:4]([CH3:7])([CH3:6])[CH3:5])([CH3:3])[CH3:2], predict the reactants needed to synthesize it. The reactants are: [Si:1]([O:8][CH:9]([CH:14]1[CH2:23][CH2:22][C:21]2[C:16](=[CH:17][CH:18]=[C:19]([O:24][C:25]3[CH:30]=[CH:29][CH:28]=[CH:27][CH:26]=3)[CH:20]=2)[CH2:15]1)[C:10]([O:12]C)=[O:11])([C:4]([CH3:7])([CH3:6])[CH3:5])([CH3:3])[CH3:2].[Li+].[OH-]. (2) The reactants are: [CH2:1]([Si:3](CC)([C:14]1OC(CCCCC)=C[CH:18]=1)[C:4]1[O:5][C:6]([CH2:9][CH2:10][CH2:11][CH2:12][CH3:13])=[CH:7][CH:8]=1)[CH3:2].[Na+].[Cl-]. Given the product [CH2:14]([SiH:3]([CH2:1][CH3:2])[C:4]1[O:5][C:6]([CH2:9][CH2:10][CH2:11][CH2:12][CH3:13])=[CH:7][CH:8]=1)[CH3:18], predict the reactants needed to synthesize it. (3) Given the product [N:12]12[CH2:17][CH2:16][CH:15]([CH2:18][CH2:19]1)[C@@H:14]([NH:20][C:21]([C:23]1[O:24][C:25]3[CH:31]=[C:30]([C:5]4[CH:6]=[CH:7][CH:8]=[C:3]([CH2:2][OH:1])[CH:4]=4)[CH:29]=[CH:28][C:26]=3[CH:27]=1)=[O:22])[CH2:13]2, predict the reactants needed to synthesize it. The reactants are: [OH:1][CH2:2][C:3]1[CH:4]=[C:5](B(O)O)[CH:6]=[CH:7][CH:8]=1.[N:12]12[CH2:19][CH2:18][CH:15]([CH2:16][CH2:17]1)[C@@H:14]([NH:20][C:21]([C:23]1[O:24][C:25]3[CH:31]=[C:30](Br)[CH:29]=[CH:28][C:26]=3[CH:27]=1)=[O:22])[CH2:13]2.[OH-].[Na+]. (4) Given the product [CH3:27][N:28]([C:29]1[CH:34]=[CH:33][CH:32]=[CH:31][CH:30]=1)[S:12]([N:9]1[CH2:10][CH2:11][C:6]2([C:2](=[O:1])[N:3]([C:16]3[CH:21]=[CH:20][C:19]([O:22][C:23]([F:26])([F:25])[F:24])=[CH:18][CH:17]=3)[CH2:4][CH2:5]2)[CH2:7][CH2:8]1)(=[O:14])=[O:13], predict the reactants needed to synthesize it. The reactants are: [O:1]=[C:2]1[C:6]2([CH2:11][CH2:10][N:9]([S:12](Cl)(=[O:14])=[O:13])[CH2:8][CH2:7]2)[CH2:5][CH2:4][N:3]1[C:16]1[CH:21]=[CH:20][C:19]([O:22][C:23]([F:26])([F:25])[F:24])=[CH:18][CH:17]=1.[CH3:27][NH:28][C:29]1[CH:34]=[CH:33][CH:32]=[CH:31][CH:30]=1. (5) Given the product [F:1][C:2]1[CH:14]=[C:13]([CH2:15][O:16][C:17]2[CH:22]=[CH:21][C:20]([CH2:23][CH2:24][C:25]([OH:27])=[O:26])=[C:19]([CH3:32])[C:18]=2[CH3:33])[C:5]2[N:6]=[C:7]([C:9]([F:10])([F:11])[F:12])[S:8][C:4]=2[CH:3]=1, predict the reactants needed to synthesize it. The reactants are: [F:1][C:2]1[CH:14]=[C:13]([CH2:15][O:16][C:17]2[CH:22]=[CH:21][C:20]([CH2:23][CH2:24][C:25]([O:27]C(C)(C)C)=[O:26])=[C:19]([CH3:32])[C:18]=2[CH3:33])[C:5]2[N:6]=[C:7]([C:9]([F:12])([F:11])[F:10])[S:8][C:4]=2[CH:3]=1.FC(F)(F)C(O)=O. (6) The reactants are: [Cl:1][C:2]1[CH:7]=[CH:6][C:5]([C:8]([NH:10][C:11]2[CH:16]=[CH:15][C:14](F)=[C:13]([N+:18]([O-:20])=[O:19])[CH:12]=2)=[O:9])=[CH:4][CH:3]=1.O.[NH2:22][NH2:23].N. Given the product [Cl:1][C:2]1[CH:7]=[CH:6][C:5]([C:8]([NH:10][C:11]2[CH:16]=[CH:15][C:14]([NH:22][NH2:23])=[C:13]([N+:18]([O-:20])=[O:19])[CH:12]=2)=[O:9])=[CH:4][CH:3]=1, predict the reactants needed to synthesize it.